Dataset: NCI-60 drug combinations with 297,098 pairs across 59 cell lines. Task: Regression. Given two drug SMILES strings and cell line genomic features, predict the synergy score measuring deviation from expected non-interaction effect. (1) Drug 1: CC1C(C(CC(O1)OC2CC(CC3=C2C(=C4C(=C3O)C(=O)C5=C(C4=O)C(=CC=C5)OC)O)(C(=O)CO)O)N)O.Cl. Drug 2: CN(CCCl)CCCl.Cl. Cell line: NCI/ADR-RES. Synergy scores: CSS=20.2, Synergy_ZIP=6.62, Synergy_Bliss=6.12, Synergy_Loewe=10.5, Synergy_HSA=7.99. (2) Drug 1: C1=NC2=C(N1)C(=S)N=C(N2)N. Drug 2: CCC1(C2=C(COC1=O)C(=O)N3CC4=CC5=C(C=CC(=C5CN(C)C)O)N=C4C3=C2)O.Cl. Cell line: IGROV1. Synergy scores: CSS=33.2, Synergy_ZIP=-5.23, Synergy_Bliss=-0.680, Synergy_Loewe=-5.04, Synergy_HSA=1.73.